From a dataset of Full USPTO retrosynthesis dataset with 1.9M reactions from patents (1976-2016). Predict the reactants needed to synthesize the given product. (1) Given the product [C:1]([O:4][C:5]1[C:6]([CH3:19])=[C:7]2[C:12](=[C:13]([F:26])[C:14]=1[CH3:15])[O:11][C:10]([CH3:18])([CH3:17])[CH2:9][CH2:8]2)(=[O:3])[CH3:2], predict the reactants needed to synthesize it. The reactants are: [C:1]([O:4][C:5]1[C:6]([CH3:19])=[C:7]2[C:12](=[C:13](N)[C:14]=1[CH3:15])[O:11][C:10]([CH3:18])([CH3:17])[CH2:9][CH2:8]2)(=[O:3])[CH3:2].N([O-])=O.[Na+].[H+].[B-](F)(F)(F)[F:26]. (2) Given the product [Cl:17][C:18]1[CH:23]=[CH:22][C:21]([C:2]2[CH:3]=[C:4]([C:15]#[N:16])[CH:5]=[C:6]3[C:10]=2[NH:9][C:8]([C:11]([NH2:13])=[O:12])=[C:7]3[CH3:14])=[CH:20][CH:19]=1, predict the reactants needed to synthesize it. The reactants are: Br[C:2]1[CH:3]=[C:4]([C:15]#[N:16])[CH:5]=[C:6]2[C:10]=1[NH:9][C:8]([C:11]([NH2:13])=[O:12])=[C:7]2[CH3:14].[Cl:17][C:18]1[CH:23]=[CH:22][C:21](B(O)O)=[CH:20][CH:19]=1. (3) Given the product [Cl:1][C:2]1[C:3]([C:9]#[N:10])=[N:4][CH:5]=[C:6]([C:12]#[C:11][C:13]2[CH:18]=[CH:17][C:16]([O:19][CH2:20][O:21][CH3:22])=[CH:15][C:14]=2[CH3:23])[CH:7]=1, predict the reactants needed to synthesize it. The reactants are: [Cl:1][C:2]1[C:3]([C:9]#[N:10])=[N:4][CH:5]=[C:6](Cl)[CH:7]=1.[C:11]([C:13]1[CH:18]=[CH:17][C:16]([O:19][CH2:20][O:21][CH3:22])=[CH:15][C:14]=1[CH3:23])#[CH:12].C(N(CC)CC)C. (4) The reactants are: [C:1]([C:5]1[CH:10]=[C:9]([C:11]#[CH:12])[CH:8]=[C:7]([C:13]([CH3:16])([CH3:15])[CH3:14])[C:6]=1[O:17][CH3:18])([CH3:4])([CH3:3])[CH3:2].[CH3:19][O:20][C:21](=[O:30])[CH2:22][C:23]1[CH:28]=[CH:27][C:26](I)=[CH:25][CH:24]=1.C(N(CC)CC)C.C(OCC)(=O)C. Given the product [CH3:19][O:20][C:21](=[O:30])[CH2:22][C:23]1[CH:24]=[CH:25][C:26]([C:12]#[C:11][C:9]2[CH:10]=[C:5]([C:1]([CH3:4])([CH3:2])[CH3:3])[C:6]([O:17][CH3:18])=[C:7]([C:13]([CH3:16])([CH3:15])[CH3:14])[CH:8]=2)=[CH:27][CH:28]=1, predict the reactants needed to synthesize it. (5) Given the product [CH:35]1([CH:33]([OH:34])[CH2:32][CH2:31][N:12]2[CH2:13][CH2:14][CH:9]([NH:8][C:5]3[CH:4]=[CH:3][C:2]([CH3:1])=[CH:7][N:6]=3)[CH2:10][CH2:11]2)[CH2:40][CH2:39][CH2:38][CH2:37][CH2:36]1, predict the reactants needed to synthesize it. The reactants are: [CH3:1][C:2]1[CH:3]=[CH:4][C:5]([NH:8][CH:9]2[CH2:14][CH2:13][NH:12][CH2:11][CH2:10]2)=[N:6][CH:7]=1.C(=O)([O-])O.[Na+].BrC1C=CC(S(O[CH2:31][CH2:32][CH:33]([CH:35]2[CH2:40][CH2:39][CH2:38][CH2:37][CH2:36]2)[OH:34])(=O)=O)=CC=1. (6) Given the product [C:26]([C:22]1[CH:21]=[C:20]([N:6]2[C:7]3[C:12](=[CH:11][CH:10]=[CH:9][CH:8]=3)[C:13]([CH2:14][CH2:15][SH:16])=[C:5]2[C:3]([OH:4])=[O:2])[CH:25]=[CH:24][CH:23]=1)([OH:28])=[O:27], predict the reactants needed to synthesize it. The reactants are: C[O:2][C:3]([C:5]1[N:6]([C:20]2[CH:25]=[CH:24][CH:23]=[C:22]([C:26]([O:28]C)=[O:27])[CH:21]=2)[C:7]2[C:12]([C:13]=1[CH2:14][CH2:15][S:16]C(=O)C)=[CH:11][CH:10]=[CH:9][CH:8]=2)=[O:4].[OH-].[K+].Cl. (7) Given the product [CH2:1]([O:8][C:9]1[N:14]=[C:13]([CH3:15])[C:12]2[NH:16][C:17]3[C:18]([C:11]=2[CH:10]=1)=[CH:19][CH:20]=[C:21]([O:23][CH3:24])[CH:22]=3)[C:2]1[CH:7]=[CH:6][CH:5]=[CH:4][CH:3]=1, predict the reactants needed to synthesize it. The reactants are: [CH2:1]([O:8][C:9]1[N:14]=[C:13]([CH3:15])[C:12]([NH:16][C:17]2[CH:22]=[C:21]([O:23][CH3:24])[CH:20]=[CH:19][C:18]=2Cl)=[CH:11][CH:10]=1)[C:2]1[CH:7]=[CH:6][CH:5]=[CH:4][CH:3]=1.F[B-](F)(F)F.C([PH+](C(C)(C)C)C(C)(C)C)(C)(C)C.C(=O)([O-])[O-].[K+].[K+].